This data is from NCI-60 drug combinations with 297,098 pairs across 59 cell lines. The task is: Regression. Given two drug SMILES strings and cell line genomic features, predict the synergy score measuring deviation from expected non-interaction effect. (1) Drug 2: C1CCC(C1)C(CC#N)N2C=C(C=N2)C3=C4C=CNC4=NC=N3. Cell line: SK-MEL-5. Drug 1: CC1=C2C(C(=O)C3(C(CC4C(C3C(C(C2(C)C)(CC1OC(=O)C(C(C5=CC=CC=C5)NC(=O)OC(C)(C)C)O)O)OC(=O)C6=CC=CC=C6)(CO4)OC(=O)C)OC)C)OC. Synergy scores: CSS=27.5, Synergy_ZIP=9.47, Synergy_Bliss=5.83, Synergy_Loewe=-33.0, Synergy_HSA=-6.25. (2) Drug 1: CCCS(=O)(=O)NC1=C(C(=C(C=C1)F)C(=O)C2=CNC3=C2C=C(C=N3)C4=CC=C(C=C4)Cl)F. Drug 2: C1CC(=O)NC(=O)C1N2C(=O)C3=CC=CC=C3C2=O. Cell line: CAKI-1. Synergy scores: CSS=8.05, Synergy_ZIP=-2.31, Synergy_Bliss=0.740, Synergy_Loewe=-1.76, Synergy_HSA=0.148. (3) Drug 1: CN(C)C1=NC(=NC(=N1)N(C)C)N(C)C. Drug 2: CS(=O)(=O)CCNCC1=CC=C(O1)C2=CC3=C(C=C2)N=CN=C3NC4=CC(=C(C=C4)OCC5=CC(=CC=C5)F)Cl. Cell line: SN12C. Synergy scores: CSS=5.92, Synergy_ZIP=-1.15, Synergy_Bliss=1.09, Synergy_Loewe=-8.08, Synergy_HSA=0.246. (4) Synergy scores: CSS=22.1, Synergy_ZIP=6.58, Synergy_Bliss=10.8, Synergy_Loewe=12.8, Synergy_HSA=13.8. Drug 1: CN1CCC(CC1)COC2=C(C=C3C(=C2)N=CN=C3NC4=C(C=C(C=C4)Br)F)OC. Cell line: MCF7. Drug 2: C1CCN(CC1)CCOC2=CC=C(C=C2)C(=O)C3=C(SC4=C3C=CC(=C4)O)C5=CC=C(C=C5)O. (5) Drug 1: CC1=C2C(C(=O)C3(C(CC4C(C3C(C(C2(C)C)(CC1OC(=O)C(C(C5=CC=CC=C5)NC(=O)OC(C)(C)C)O)O)OC(=O)C6=CC=CC=C6)(CO4)OC(=O)C)O)C)O. Drug 2: CN1C2=C(C=C(C=C2)N(CCCl)CCCl)N=C1CCCC(=O)O.Cl. Cell line: A498. Synergy scores: CSS=5.16, Synergy_ZIP=1.98, Synergy_Bliss=7.83, Synergy_Loewe=3.52, Synergy_HSA=4.45. (6) Drug 1: C1=CC=C(C(=C1)C(C2=CC=C(C=C2)Cl)C(Cl)Cl)Cl. Drug 2: CCCCCOC(=O)NC1=NC(=O)N(C=C1F)C2C(C(C(O2)C)O)O. Cell line: SK-MEL-5. Synergy scores: CSS=-1.57, Synergy_ZIP=0.807, Synergy_Bliss=0.349, Synergy_Loewe=-2.66, Synergy_HSA=-2.11.